Regression. Given a peptide amino acid sequence and an MHC pseudo amino acid sequence, predict their binding affinity value. This is MHC class I binding data. From a dataset of Peptide-MHC class I binding affinity with 185,985 pairs from IEDB/IMGT. (1) The peptide sequence is VELQIGWTV. The MHC is HLA-A02:01 with pseudo-sequence HLA-A02:01. The binding affinity (normalized) is 0.493. (2) The peptide sequence is DLLNSMMNR. The MHC is HLA-A03:01 with pseudo-sequence HLA-A03:01. The binding affinity (normalized) is 0.228.